Dataset: Blood-brain barrier permeability classification from the B3DB database. Task: Regression/Classification. Given a drug SMILES string, predict its absorption, distribution, metabolism, or excretion properties. Task type varies by dataset: regression for continuous measurements (e.g., permeability, clearance, half-life) or binary classification for categorical outcomes (e.g., BBB penetration, CYP inhibition). Dataset: b3db_classification. (1) The compound is CCOC[C@@]1(CN)[C@H](c2ccc(OC)cc2)[C@@H]1S(C)(=O)=O. The result is 1 (penetrates BBB). (2) The compound is O[C@@H](CN1CCCCC1)c1cc(-c2ccccc2)on1. The result is 1 (penetrates BBB).